Dataset: Full USPTO retrosynthesis dataset with 1.9M reactions from patents (1976-2016). Task: Predict the reactants needed to synthesize the given product. Given the product [C:35]([O:34][C:32](=[O:33])[NH:31][CH:28]1[CH2:29][CH2:30][N:25]([CH2:24][CH2:23][N:10]2[C:9]3[CH:15]=[C:5]([S:2]([CH3:1])(=[O:3])=[O:4])[CH:6]=[CH:7][C:8]=3[O:13][CH2:12][C:11]2=[O:14])[CH2:26][CH2:27]1)([CH3:38])([CH3:37])[CH3:36], predict the reactants needed to synthesize it. The reactants are: [CH3:1][S:2]([C:5]1[CH:6]=[CH:7][C:8]2[O:13][CH2:12][C:11](=[O:14])[NH:10][C:9]=2[CH:15]=1)(=[O:4])=[O:3].[H-].[Na+].CS(O[CH2:23][CH2:24][N:25]1[CH2:30][CH2:29][CH:28]([NH:31][C:32]([O:34][C:35]([CH3:38])([CH3:37])[CH3:36])=[O:33])[CH2:27][CH2:26]1)(=O)=O.C(OC(=O)NC1CCN(CCN2C3C(=CC=C(OC)C=3)C=CC2=O)CC1)(C)(C)C.